From a dataset of Reaction yield outcomes from USPTO patents with 853,638 reactions. Predict the reaction yield, written as a fraction of the theoretical maximum amount of product (1.0 means a 100% yield; for example, 0.34 means a 34% yield). The reactants are [F:1][C:2]1[CH:41]=[CH:40][C:5]([CH2:6][C@@H:7]2[CH2:12][CH2:11][CH2:10][N:9]([CH:13]3[CH:20]4[CH:16]([CH2:17][N:18](C(C5C=CC=CC=5)(C5C=CC=CC=5)C5C=CC=CC=5)[CH2:19]4)[CH2:15][CH2:14]3)[CH2:8]2)=[CH:4][CH:3]=1.O. The catalyst is FC(F)(F)C(O)=O. The product is [F:1][C:2]1[CH:3]=[CH:4][C:5]([CH2:6][C@@H:7]2[CH2:12][CH2:11][CH2:10][N:9]([CH:13]3[CH:20]4[CH:16]([CH2:17][NH:18][CH2:19]4)[CH2:15][CH2:14]3)[CH2:8]2)=[CH:40][CH:41]=1. The yield is 0.950.